From a dataset of Forward reaction prediction with 1.9M reactions from USPTO patents (1976-2016). Predict the product of the given reaction. (1) Given the reactants [CH3:1][C:2]1[CH:10]=[CH:9][C:5]([C:6](O)=[O:7])=[CH:4][C:3]=1[C:11]1[CH:12]=[C:13]2[C:18](=[CH:19][CH:20]=1)[C:17]([N:21]1[CH2:26][CH2:25][O:24][CH2:23][CH2:22]1)=[N:16][N:15]=[CH:14]2.S(Cl)(Cl)=O.[O:31]1[CH:35]=[CH:34][C:33]([NH2:36])=[N:32]1.N1C=CC=CC=1, predict the reaction product. The product is: [O:31]1[CH:35]=[CH:34][C:33]([NH:36][C:6](=[O:7])[C:5]2[CH:9]=[CH:10][C:2]([CH3:1])=[C:3]([C:11]3[CH:12]=[C:13]4[C:18](=[CH:19][CH:20]=3)[C:17]([N:21]3[CH2:26][CH2:25][O:24][CH2:23][CH2:22]3)=[N:16][N:15]=[CH:14]4)[CH:4]=2)=[N:32]1. (2) Given the reactants [Cl:1][C:2]1[CH:7]=[C:6]([C:8]2[NH:9][C:10]3[C:15]([CH:16]=2)=[C:14]([F:17])[CH:13]=[CH:12][CH:11]=3)[NH:5][C:4](=[O:18])[CH:3]=1.C([O-])([O-])=O.[Cs+].[Cs+].Br[CH2:26][CH2:27]Br, predict the reaction product. The product is: [Cl:1][C:2]1[CH:7]=[C:6]2[C:8]3=[CH:16][C:15]4[C:14]([F:17])=[CH:13][CH:12]=[CH:11][C:10]=4[N:9]3[CH2:27][CH2:26][N:5]2[C:4](=[O:18])[CH:3]=1. (3) Given the reactants [Cl:1][C:2]1[C:7]([CH3:8])=[C:6](Cl)[N:5]=[C:4]([CH3:10])[N:3]=1.[OH-].[NH4+:12], predict the reaction product. The product is: [Cl:1][C:2]1[N:3]=[C:4]([CH3:10])[N:5]=[C:6]([NH2:12])[C:7]=1[CH3:8]. (4) The product is: [N+:1]([C:4]1[C:14]2[CH2:13][N:12]([C:15](=[O:17])[CH3:16])[CH2:11][CH2:10][NH:9][C:8]=2[CH:7]=[CH:6][CH:5]=1)([O-:3])=[O:2]. Given the reactants [N+:1]([C:4]1[C:14]2[CH2:13][NH:12][CH2:11][CH2:10][NH:9][C:8]=2[CH:7]=[CH:6][CH:5]=1)([O-:3])=[O:2].[C:15](OC(=O)C)(=[O:17])[CH3:16].O, predict the reaction product. (5) Given the reactants [OH:1][C:2]1[C:7]([C:8](=O)[CH:9]([CH3:11])[CH3:10])=[C:6]([O:13][CH3:14])[C:5]([O:15][CH3:16])=[C:4]([O:17][CH3:18])[CH:3]=1.C([SiH](CC)CC)C, predict the reaction product. The product is: [CH2:8]([C:7]1[C:6]([O:13][CH3:14])=[C:5]([O:15][CH3:16])[C:4]([O:17][CH3:18])=[CH:3][C:2]=1[OH:1])[CH:9]([CH3:11])[CH3:10]. (6) Given the reactants [F:1][C:2]1[CH:3]=[C:4]([C:9]2[CH:14]=[CH:13][C:12]([CH2:15][CH2:16][CH3:17])=[CH:11][CH:10]=2)[CH:5]=[C:6]([F:8])[CH:7]=1.C1COCC1.C([Li])CCC.[I:28]I, predict the reaction product. The product is: [F:1][C:2]1[CH:3]=[C:4]([C:9]2[CH:14]=[CH:13][C:12]([CH2:15][CH2:16][CH3:17])=[CH:11][CH:10]=2)[CH:5]=[C:6]([F:8])[C:7]=1[I:28].